This data is from TCR-epitope binding with 47,182 pairs between 192 epitopes and 23,139 TCRs. The task is: Binary Classification. Given a T-cell receptor sequence (or CDR3 region) and an epitope sequence, predict whether binding occurs between them. (1) The epitope is PKYVKQNTLKLAT. The TCR CDR3 sequence is CASSLIAEEEGYGYTF. Result: 1 (the TCR binds to the epitope). (2) The TCR CDR3 sequence is CASSQDLLSGAQYF. The epitope is ELAGIGILTV. Result: 1 (the TCR binds to the epitope). (3) The epitope is TLIGDCATV. The TCR CDR3 sequence is CASSEGPSGYTF. Result: 0 (the TCR does not bind to the epitope). (4) The epitope is LLLGIGILV. The TCR CDR3 sequence is CATSRSGLSGNTIYF. Result: 1 (the TCR binds to the epitope). (5) The epitope is RLRAEAQVK. The TCR CDR3 sequence is CASSLAGESYNEQFF. Result: 0 (the TCR does not bind to the epitope). (6) The epitope is LSDDAVVCFNSTY. The TCR CDR3 sequence is CASSLGGTDYNEQFF. Result: 0 (the TCR does not bind to the epitope).